Dataset: Catalyst prediction with 721,799 reactions and 888 catalyst types from USPTO. Task: Predict which catalyst facilitates the given reaction. (1) Reactant: C([O:3][C:4](=[O:38])[CH2:5][C:6]1[CH:7]=[C:8]([C:14]2[CH:19]=[CH:18][C:17]([C:20]([F:23])([F:22])[F:21])=[CH:16][C:15]=2[CH2:24][N:25]([CH2:36][CH3:37])[C:26](=[O:35])[CH2:27][S:28][C:29]2[CH:34]=[CH:33][CH:32]=[CH:31][CH:30]=2)[C:9]([O:12][CH3:13])=[CH:10][CH:11]=1)C.[Li+].[OH-].Cl. Product: [CH2:36]([N:25]([CH2:24][C:15]1[CH:16]=[C:17]([C:20]([F:23])([F:22])[F:21])[CH:18]=[CH:19][C:14]=1[C:8]1[C:9]([O:12][CH3:13])=[CH:10][CH:11]=[C:6]([CH2:5][C:4]([OH:38])=[O:3])[CH:7]=1)[C:26](=[O:35])[CH2:27][S:28][C:29]1[CH:34]=[CH:33][CH:32]=[CH:31][CH:30]=1)[CH3:37]. The catalyst class is: 1. (2) Reactant: [CH3:1][CH:2]1[C:11]23[CH2:12][CH:7]([CH:8]([CH3:14])[C:9](=O)[CH2:10]2)[C:6]([CH3:16])([CH3:15])[CH:5]3[CH2:4][CH2:3]1.[C:17](O)(=O)C.[CH:21]([NH2:23])=[NH:22]. Product: [CH3:14][CH:8]1[C:9]2=[N:22][CH:21]=[N:23][CH:17]=[C:10]2[C:11]23[CH2:12][CH:7]1[C:6]([CH3:16])([CH3:15])[CH:5]2[CH2:4][CH2:3][CH:2]3[CH3:1]. The catalyst class is: 51. (3) Reactant: [OH:1][C:2]1[CH:9]=[CH:8][C:5]([C:6]#[N:7])=[CH:4][CH:3]=1.C(=O)([O-])[O-].[Cs+].[Cs+].[Cl:16][C:17]1[CH:18]=[C:19]([C:25]2[CH:37]=[CH:36][C:28]([C:29]([NH:31][S:32]([CH3:35])(=[O:34])=[O:33])=[O:30])=[CH:27][C:26]=2[O:38][CH3:39])[CH:20]=[N:21][C:22]=1[CH2:23]Cl. Product: [Cl:16][C:17]1[CH:18]=[C:19]([C:25]2[CH:37]=[CH:36][C:28]([C:29]([NH:31][S:32]([CH3:35])(=[O:34])=[O:33])=[O:30])=[CH:27][C:26]=2[O:38][CH3:39])[CH:20]=[N:21][C:22]=1[CH2:23][O:1][C:2]1[CH:9]=[CH:8][C:5]([C:6]#[N:7])=[CH:4][CH:3]=1. The catalyst class is: 3. (4) Reactant: CCN(S(F)(F)[F:7])CC.[Br:10][C:11]1[CH:16]=[CH:15][C:14]([C:17]2(O)[CH2:22][CH2:21][N:20]([CH3:23])[CH2:19][CH2:18]2)=[CH:13][CH:12]=1.BrC1C=CC(C2CCN(C)CC=2)=CC=1. Product: [Br:10][C:11]1[CH:16]=[CH:15][C:14]([C:17]2([F:7])[CH2:22][CH2:21][N:20]([CH3:23])[CH2:19][CH2:18]2)=[CH:13][CH:12]=1. The catalyst class is: 2. (5) Reactant: [CH3:1][C:2]1([CH3:21])[CH2:7][CH:6]([NH:8][CH:9]2[CH2:14][C:13]([CH3:16])([CH3:15])[NH:12][C:11]([CH3:18])([CH3:17])[CH2:10]2)[CH2:5][C:4]([CH3:20])([CH3:19])[NH:3]1.[N:22]1[C:29](F)=[N:28][C:26](F)=[N:25][C:23]=1[F:24]. Product: [F:24][C:23]1[N:22]=[C:29]([N:8]([CH:9]2[CH2:14][C:13]([CH3:16])([CH3:15])[NH:12][C:11]([CH3:18])([CH3:17])[CH2:10]2)[CH:6]2[CH2:7][C:2]([CH3:21])([CH3:1])[NH:3][C:4]([CH3:20])([CH3:19])[CH2:5]2)[N:28]=[C:26]([N:8]([CH:6]2[CH2:5][C:4]([CH3:20])([CH3:19])[NH:3][C:2]([CH3:21])([CH3:1])[CH2:7]2)[CH:9]2[CH2:14][C:13]([CH3:16])([CH3:15])[NH:12][C:11]([CH3:17])([CH3:18])[CH2:10]2)[N:25]=1. The catalyst class is: 262. (6) Reactant: [BH4-].[Na+].[Cl:3][C:4]1[CH:5]=[C:6]([CH2:11][N:12]2[C:16]3[C:17](=[O:22])[CH2:18][CH2:19][CH2:20][CH2:21][C:15]=3[N:14]=[C:13]2[CH:23]([CH3:25])[CH3:24])[CH:7]=[CH:8][C:9]=1[Cl:10]. Product: [Cl:3][C:4]1[CH:5]=[C:6]([CH2:11][N:12]2[C:16]3[CH:17]([OH:22])[CH2:18][CH2:19][CH2:20][CH2:21][C:15]=3[N:14]=[C:13]2[CH:23]([CH3:25])[CH3:24])[CH:7]=[CH:8][C:9]=1[Cl:10]. The catalyst class is: 98. (7) Reactant: Cl.[F:2][C:3]1[CH:8]=[C:7]([I:9])[C:6]([O:10]COC)=[CH:5][N:4]=1.C(=O)(O)[O-].[Na+]. Product: [F:2][C:3]1[N:4]=[CH:5][C:6]([OH:10])=[C:7]([I:9])[CH:8]=1. The catalyst class is: 1.